Regression. Given a target protein amino acid sequence and a drug SMILES string, predict the binding affinity score between them. We predict pIC50 (pIC50 = -log10(IC50 in M); higher means more potent). Dataset: bindingdb_ic50. From a dataset of Drug-target binding data from BindingDB using IC50 measurements. The target protein (Q9C0B1) has sequence MKRTPTAEEREREAKKLRLLEELEDTWLPYLTPKDDEFYQQWQLKYPKLILREASSVSEELHKEVQEAFLTLHKHGCLFRDLVRIQGKDLLTPVSRILIGNPGCTYKYLNTRLFTVPWPVKGSNIKHTEAEIAAACETFLKLNDYLQIETIQALEELAAKEKANEDAVPLCMSADFPRVGMGSSYNGQDEVDIKSRAAYNVTLLNFMDPQKMPYLKEEPYFGMGKMAVSWHHDENLVDRSAVAVYSYSCEGPEEESEDDSHLEGRDPDIWHVGFKISWDIETPGLAIPLHQGDCYFMLDDLNATHQHCVLAGSQPRFSSTHRVAECSTGTLDYILQRCQLALQNVCDDVDNDDVSLKSFEPAVLKQGEEIHNEVEFEWLRQFWFQGNRYRKCTDWWCQPMAQLEALWKKMEGVTNAVLHEVKREGLPVEQRNEILTAILASLTARQNLRREWHARCQSRIARTLPADQKPECRPYWEKDDASMPLPFDLTDIVSELRGQL.... The pIC50 is 3.5. The small molecule is O=C(O)CC(O)(CC(=O)O)C(=O)O.